This data is from Reaction yield outcomes from USPTO patents with 853,638 reactions. The task is: Predict the reaction yield, written as a fraction of the theoretical maximum amount of product (1.0 means a 100% yield; for example, 0.34 means a 34% yield). The reactants are [C:1]([N:4]1[CH2:9][CH2:8][N:7]2[N:10]=[C:11]([NH:13][C:14]3[C:15](=[O:22])[N:16]([CH3:21])[CH:17]=[C:18](Br)[CH:19]=3)[CH:12]=[C:6]2[CH2:5]1)(=[O:3])[CH3:2].[B:23]1([B:23]2[O:27][C:26]([CH3:29])([CH3:28])[C:25]([CH3:31])([CH3:30])[O:24]2)[O:27][C:26]([CH3:29])([CH3:28])[C:25]([CH3:31])([CH3:30])[O:24]1.CC(C1C=C(C(C)C)C(C2C=CC=CC=2P(C2CCCCC2)C2CCCCC2)=C(C(C)C)C=1)C.C(O[K])(C)=O. The catalyst is C1C=CC(/C=C/C(/C=C/C2C=CC=CC=2)=O)=CC=1.C1C=CC(/C=C/C(/C=C/C2C=CC=CC=2)=O)=CC=1.C1C=CC(/C=C/C(/C=C/C2C=CC=CC=2)=O)=CC=1.[Pd].[Pd].O1CCOCC1. The product is [C:1]([N:4]1[CH2:9][CH2:8][N:7]2[N:10]=[C:11]([NH:13][C:14]3[C:15](=[O:22])[N:16]([CH3:21])[CH:17]=[C:18]([B:23]4[O:27][C:26]([CH3:29])([CH3:28])[C:25]([CH3:31])([CH3:30])[O:24]4)[CH:19]=3)[CH:12]=[C:6]2[CH2:5]1)(=[O:3])[CH3:2]. The yield is 0.800.